From a dataset of Full USPTO retrosynthesis dataset with 1.9M reactions from patents (1976-2016). Predict the reactants needed to synthesize the given product. (1) Given the product [F:14][C:15]1[CH:20]=[CH:19][C:18]([F:21])=[CH:17][C:16]=1[C:22]1[CH2:26][N:25]([C:27]([C@@H:29]([NH:34][C:2](=[O:3])[O:4][C:5]2[CH:10]=[CH:9][C:8]([N+:11]([O-:13])=[O:12])=[CH:7][CH:6]=2)[C:30]([CH3:33])([CH3:32])[CH3:31])=[O:28])[C@H:24]([C:35]2[CH:36]=[CH:37][CH:38]=[CH:39][CH:40]=2)[CH:23]=1, predict the reactants needed to synthesize it. The reactants are: Cl[C:2]([O:4][C:5]1[CH:10]=[CH:9][C:8]([N+:11]([O-:13])=[O:12])=[CH:7][CH:6]=1)=[O:3].[F:14][C:15]1[CH:20]=[CH:19][C:18]([F:21])=[CH:17][C:16]=1[C:22]1[CH2:26][N:25]([C:27]([C@@H:29]([NH2:34])[C:30]([CH3:33])([CH3:32])[CH3:31])=[O:28])[C@H:24]([C:35]2[CH:40]=[CH:39][CH:38]=[CH:37][CH:36]=2)[CH:23]=1.C(N(CC)CC)C. (2) Given the product [OH:1][C:2]1[C:3]([C:13]#[N:14])=[CH:4][C:5]2[CH:6]=[CH:7][CH2:8][CH2:9][C:10]=2[CH:11]=1, predict the reactants needed to synthesize it. The reactants are: [OH:1][C:2]1[C:3]([C:13]#[N:14])=[CH:4][C:5]2[C:6](=O)[CH2:7][CH2:8][CH2:9][C:10]=2[CH:11]=1.[Li+].[BH4-].O.Cl.